Predict the reactants needed to synthesize the given product. From a dataset of Full USPTO retrosynthesis dataset with 1.9M reactions from patents (1976-2016). (1) Given the product [CH2:7]([N:8]1[CH2:13][CH2:12][N:11]([CH2:14][C:15]2[CH:20]=[CH:19][CH:18]=[CH:17][CH:16]=2)[CH2:10][CH:9]1[CH:21]=[N:25][CH2:23][CH3:24])[C:1]1[CH:6]=[CH:5][CH:4]=[CH:3][CH:2]=1, predict the reactants needed to synthesize it. The reactants are: [C:1]1([CH2:7][N:8]2[CH2:13][CH2:12][N:11]([CH2:14][C:15]3[CH:20]=[CH:19][CH:18]=[CH:17][CH:16]=3)[CH2:10][CH:9]2[CH:21]=O)[CH:6]=[CH:5][CH:4]=[CH:3][CH:2]=1.[CH2:23]([NH2:25])[CH3:24]. (2) Given the product [CH3:16][N:14]([CH3:15])[C:12]1[C:11]([C:17]([F:18])([F:20])[F:19])=[CH:10][C:9]2[NH:21][C:22](=[O:38])[CH2:23][C:24]([C:25]3[CH:30]=[CH:29][CH:28]=[C:27]([C:31]4[CH:36]=[CH:35][CH:34]=[CH:33][N:32]=4)[CH:26]=3)=[N:7][C:8]=2[CH:13]=1, predict the reactants needed to synthesize it. The reactants are: C(OC(=O)[NH:7][C:8]1[CH:13]=[C:12]([N:14]([CH3:16])[CH3:15])[C:11]([C:17]([F:20])([F:19])[F:18])=[CH:10][C:9]=1[NH:21][C:22](=[O:38])[CH2:23][C:24](=O)[C:25]1[CH:30]=[CH:29][CH:28]=[C:27]([C:31]2[CH:36]=[CH:35][CH:34]=[CH:33][N:32]=2)[CH:26]=1)(C)(C)C.C(O)(C(F)(F)F)=O. (3) Given the product [CH3:1][O:2][C:3]1[C:13]2=[C:14]3[C:6]([CH:7]=[CH:8][CH:9]=[C:10]3[CH2:11][CH:12]2[N:34]2[CH2:35][CH2:36][CH:31]([N:18]3[C:19]4[C:24](=[CH:23][CH:22]=[CH:21][CH:20]=4)[CH:25]([CH2:26][C:27]([O:29][CH3:30])=[O:28])[C:17]3=[O:16])[CH2:32][CH2:33]2)=[CH:5][CH:4]=1, predict the reactants needed to synthesize it. The reactants are: [CH3:1][O:2][C:3]1[C:13]2=[C:14]3[C:6]([CH:7]=[CH:8][CH:9]=[C:10]3[CH2:11][C:12]2=O)=[CH:5][CH:4]=1.[O:16]=[C:17]1[CH:25]([CH2:26][C:27]([O:29][CH3:30])=[O:28])[C:24]2[C:19](=[CH:20][CH:21]=[CH:22][CH:23]=2)[N:18]1[CH:31]1[CH2:36][CH2:35][NH:34][CH2:33][CH2:32]1.C([BH3-])#N.[Na+]. (4) The reactants are: [CH3:1][O:2][C:3]1[CH:4]=[C:5]2[C:9](=[CH:10][CH:11]=1)[N:8]([CH3:12])[CH:7]=[C:6]2[C:13]1[N:30](COCC[Si](C)(C)C)[C:16]2[N:17]=[CH:18][C:19]3[N:20]([C:21]([C:24]4[CH:29]=[CH:28][CH:27]=[CH:26][CH:25]=4)=[N:22][CH:23]=3)[C:15]=2[CH:14]=1.C(N)CN.CCCC[N+](CCCC)(CCCC)CCCC.[F-]. Given the product [CH3:1][O:2][C:3]1[CH:4]=[C:5]2[C:9](=[CH:10][CH:11]=1)[N:8]([CH3:12])[CH:7]=[C:6]2[C:13]1[NH:30][C:16]2[N:17]=[CH:18][C:19]3[N:20]([C:21]([C:24]4[CH:25]=[CH:26][CH:27]=[CH:28][CH:29]=4)=[N:22][CH:23]=3)[C:15]=2[CH:14]=1, predict the reactants needed to synthesize it. (5) Given the product [C:19]([O:18][C:17]([NH:1][CH:2]([C:6]([OH:8])=[O:7])[CH2:3][CH2:4][OH:5])=[O:23])([CH3:22])([CH3:21])[CH3:20], predict the reactants needed to synthesize it. The reactants are: [NH2:1][C@H:2]([C:6]([OH:8])=[O:7])[CH2:3][CH2:4][OH:5].[OH-].[Na+].C(=O)([O-])[O-].[Cs+].[Cs+].[C:17](OC([O-])=O)(=[O:23])[O:18][C:19]([CH3:22])([CH3:21])[CH3:20]. (6) Given the product [OH:45][P:4]1(=[O:3])[CH2:28][C:27]2[CH:29]=[CH:30][C:24](=[C:25]([O:31][CH3:32])[CH:26]=2)[NH:23][C:22]2=[N:33][C:18](=[C:19]([C:34]([F:36])([F:35])[F:37])[CH:20]=[N:21]2)[NH:17][C:16]2[CH:38]=[CH:39][C:13](=[N:14][C:15]=2[C:40]([NH:42][CH3:43])=[O:41])[C:12]2=[CH:44][N:9]([N:10]=[CH:11]2)[CH2:8][CH2:7][CH2:6][O:5]1, predict the reactants needed to synthesize it. The reactants are: C([O:3][P:4]1(=[O:45])[CH2:28][C:27]2[CH:29]=[CH:30][C:24](=[C:25]([O:31][CH3:32])[CH:26]=2)[NH:23][C:22]2=[N:33][C:18](=[C:19]([C:34]([F:37])([F:36])[F:35])[CH:20]=[N:21]2)[NH:17][C:16]2[CH:38]=[CH:39][C:13](=[N:14][C:15]=2[C:40]([NH:42][CH3:43])=[O:41])[C:12]2=[CH:44][N:9]([N:10]=[CH:11]2)[CH2:8][CH2:7][CH2:6][O:5]1)C. (7) Given the product [Cl:12][C:8]1[CH:7]=[C:6]2[C:11]([C:2]([NH:31][CH:20]([CH2:19][CH2:18][CH2:17][N:16]([CH:32]([CH3:34])[CH3:33])[CH:13]([CH3:15])[CH3:14])[CH2:21][CH2:22][CH2:23][N:24]([CH:25]([CH3:26])[CH3:27])[CH:28]([CH3:29])[CH3:30])=[CH:3][CH:4]=[N:5]2)=[CH:10][CH:9]=1, predict the reactants needed to synthesize it. The reactants are: Cl[C:2]1[C:11]2[C:6](=[CH:7][C:8]([Cl:12])=[CH:9][CH:10]=2)[N:5]=[CH:4][CH:3]=1.[CH:13]([N:16]([CH:32]([CH3:34])[CH3:33])[CH2:17][CH2:18][CH2:19][CH:20]([NH2:31])[CH2:21][CH2:22][CH2:23][N:24]([CH:28]([CH3:30])[CH3:29])[CH:25]([CH3:27])[CH3:26])([CH3:15])[CH3:14].[OH-].[Na+]. (8) The reactants are: [NH2:1][C:2]1[CH:7]=[CH:6][C:5]([C:8]([C:10]2[CH:15]=[CH:14][CH:13]=[CH:12][C:11]=2[CH3:16])=[O:9])=[C:4]([Cl:17])[CH:3]=1.C1C=CC(P([C:46]2[CH:47]=[CH:48][C:49]3[C:50](=[CH:41]C=CC=3)[C:45]=2[C:41]2[C:50]3[C:45](=[CH:46][CH:47]=[CH:48][CH:49]=3)C=CC=2P(C2C=CC=CC=2)C2C=CC=CC=2)C2C=CC=CC=2)=CC=1.[C:64]([O-:67])([O-])=[O:65].[Cs+].[Cs+].[O:70]1[CH2:75][CH2:74][O:73][CH2:72][CH2:71]1. Given the product [Cl:17][C:4]1[CH:3]=[C:2]([NH:1][C:45]2[CH:46]=[CH:47][CH:48]=[CH:49][C:50]=2[CH2:41][O:70][CH2:75][CH2:74][O:73][CH2:72][CH2:71][O:65][CH:64]2[CH2:4][CH2:3][CH2:2][CH2:7][O:67]2)[CH:7]=[CH:6][C:5]=1[C:8]([C:10]1[CH:15]=[CH:14][CH:13]=[CH:12][C:11]=1[CH3:16])=[O:9], predict the reactants needed to synthesize it. (9) Given the product [F:29][C:28]([F:31])([F:30])[C:26]([OH:32])=[O:27].[CH3:25][O:24][C:3]1[CH:4]=[C:5]([NH:8][C:9]2[S:10][C:11]3[CH2:17][CH2:16][CH2:15][CH:14]([C:18]4[CH:23]=[CH:22][CH:21]=[CH:20][CH:19]=4)[C:12]=3[N:13]=2)[CH:6]=[CH:7][C:2]=1[C:38]1[CH:37]=[CH:36][N:35]=[C:34]([CH3:33])[CH:39]=1, predict the reactants needed to synthesize it. The reactants are: Br[C:2]1[CH:7]=[CH:6][C:5]([NH:8][C:9]2[S:10][C:11]3[CH2:17][CH2:16][CH2:15][CH:14]([C:18]4[CH:23]=[CH:22][CH:21]=[CH:20][CH:19]=4)[C:12]=3[N:13]=2)=[CH:4][C:3]=1[O:24][CH3:25].[C:26]([OH:32])([C:28]([F:31])([F:30])[F:29])=[O:27].[CH3:33][C:34]1[CH:39]=[C:38](B(O)O)[CH:37]=[CH:36][N:35]=1.C([O-])([O-])=O.[Cs+].[Cs+].